From a dataset of Catalyst prediction with 721,799 reactions and 888 catalyst types from USPTO. Predict which catalyst facilitates the given reaction. (1) Reactant: [Cl:1][C:2]1[CH:22]=[C:21]([N+:23]([O-])=O)[CH:20]=[CH:19][C:3]=1[O:4][C:5]1[CH:6]=[C:7]([CH:16]=[CH:17][CH:18]=1)[C:8]([NH:10][CH2:11][C:12]([OH:15])([CH3:14])[CH3:13])=[O:9].[Cl-].[Ca+2].[Cl-]. Product: [NH2:23][C:21]1[CH:20]=[CH:19][C:3]([O:4][C:5]2[CH:6]=[C:7]([CH:16]=[CH:17][CH:18]=2)[C:8]([NH:10][CH2:11][C:12]([OH:15])([CH3:14])[CH3:13])=[O:9])=[C:2]([Cl:1])[CH:22]=1. The catalyst class is: 40. (2) Reactant: Br.[N+:2]([C:5]1[CH:10]=[CH:9][C:8]([CH2:11][C@@H:12]([C:14]2[N:15]=[C:16]([C:19]3[CH:24]=[CH:23][CH:22]=[CH:21][CH:20]=3)[S:17][CH:18]=2)[NH2:13])=[CH:7][CH:6]=1)([O-:4])=[O:3].C([O-])([O-])=O.[Ca+2].[C:30](Cl)(Cl)=[S:31]. Product: [N:13]([C@H:12]([C:14]1[N:15]=[C:16]([C:19]2[CH:20]=[CH:21][CH:22]=[CH:23][CH:24]=2)[S:17][CH:18]=1)[CH2:11][C:8]1[CH:7]=[CH:6][C:5]([N+:2]([O-:4])=[O:3])=[CH:10][CH:9]=1)=[C:30]=[S:31]. The catalyst class is: 232. (3) Product: [C:2]([CH:6]1[CH2:11][CH2:10][NH:9][CH2:8][CH2:7]1)([CH3:5])([CH3:4])[CH3:3]. Reactant: Cl.[C:2]([CH:6]1[CH2:11][CH2:10][NH:9][CH2:8][CH2:7]1)([CH3:5])([CH3:4])[CH3:3]. The catalyst class is: 389. (4) Reactant: [N:1]1([C:7]([O:9][C:10]([CH3:13])([CH3:12])[CH3:11])=[O:8])[CH2:6][CH2:5][NH:4][CH2:3][CH2:2]1.C(N(CC)CC)C.Br[CH:22]1[CH2:26][CH2:25][C:24]([C:27]#[N:28])=[CH:23]1. Product: [C:27]([C:24]1[CH2:25][CH2:26][C@@H:22]([N:4]2[CH2:5][CH2:6][N:1]([C:7]([O:9][C:10]([CH3:13])([CH3:12])[CH3:11])=[O:8])[CH2:2][CH2:3]2)[CH:23]=1)#[N:28]. The catalyst class is: 35. (5) Reactant: CC1(C)C[O:5][C:4]([C:7]2[CH:8]=[C:9]3[C:14](=[CH:15][CH:16]=2)[N:13]=[CH:12][CH:11]=[C:10]3[CH2:17][C:18]2[CH:23]=[CH:22][C:21]([C:24]3[CH:29]=[CH:28][CH:27]=[CH:26][CH:25]=3)=[CH:20][CH:19]=2)=N1.Cl.[OH-:32].[Na+]. Product: [C:24]1([C:21]2[CH:20]=[CH:19][C:18]([CH2:17][C:10]3[C:9]4[C:14](=[CH:15][CH:16]=[C:7]([C:4]([OH:5])=[O:32])[CH:8]=4)[N:13]=[CH:12][CH:11]=3)=[CH:23][CH:22]=2)[CH:25]=[CH:26][CH:27]=[CH:28][CH:29]=1. The catalyst class is: 8. (6) Reactant: [Si]([O:8][CH2:9][C:10]1([CH3:35])[S:16][CH2:15][CH2:14][N:13]2[C:17]([C:20]3([C:23]4[CH:28]=[CH:27][C:26]([C:29]5[CH:30]=[N:31][CH:32]=[CH:33][CH:34]=5)=[CH:25][CH:24]=4)[CH2:22][CH2:21]3)=[N:18][N:19]=[C:12]2[CH2:11]1)(C(C)(C)C)(C)C.Cl. Product: [CH3:35][C:10]1([CH2:9][OH:8])[S:16][CH2:15][CH2:14][N:13]2[C:17]([C:20]3([C:23]4[CH:28]=[CH:27][C:26]([C:29]5[CH:30]=[N:31][CH:32]=[CH:33][CH:34]=5)=[CH:25][CH:24]=4)[CH2:22][CH2:21]3)=[N:18][N:19]=[C:12]2[CH2:11]1. The catalyst class is: 5.